This data is from Full USPTO retrosynthesis dataset with 1.9M reactions from patents (1976-2016). The task is: Predict the reactants needed to synthesize the given product. (1) Given the product [NH2:1][C:2]1[N:7]([C:8]2[CH:13]=[CH:12][CH:11]=[C:10]([O:14][C:15]([F:16])([F:18])[F:17])[CH:9]=2)[C:6](=[S:19])[NH:5][C:4](=[O:20])[C:3]=1[N:21]=[O:22], predict the reactants needed to synthesize it. The reactants are: [NH2:1][C:2]1[N:7]([C:8]2[CH:13]=[CH:12][CH:11]=[C:10]([O:14][C:15]([F:18])([F:17])[F:16])[CH:9]=2)[C:6](=[S:19])[NH:5][C:4](=[O:20])[CH:3]=1.[N:21]([O-])=[O:22].[Na+]. (2) Given the product [CH2:1]([O:8][CH2:9][O:10][C:11]1[CH:20]=[CH:19][CH:18]=[C:17]2[C:12]=1[CH:13]=[CH:14][C:15]([NH:21][C:28]1[C:36]3[C:31](=[CH:32][N:33]=[CH:34][CH:35]=3)[O:30][C:29]=1[C:37]1[N:42]=[CH:41][C:40]([C:43]([O:45][CH3:46])=[O:44])=[CH:39][N:38]=1)=[CH:16]2)[C:2]1[CH:3]=[CH:4][CH:5]=[CH:6][CH:7]=1, predict the reactants needed to synthesize it. The reactants are: [CH2:1]([O:8][CH2:9][O:10][C:11]1[CH:20]=[CH:19][CH:18]=[C:17]2[C:12]=1[CH:13]=[CH:14][C:15]([NH2:21])=[CH:16]2)[C:2]1[CH:7]=[CH:6][CH:5]=[CH:4][CH:3]=1.FC(F)(F)S(O[C:28]1[C:36]2[C:31](=[CH:32][N:33]=[CH:34][CH:35]=2)[O:30][C:29]=1[C:37]1[N:42]=[CH:41][C:40]([C:43]([O:45][CH3:46])=[O:44])=[CH:39][N:38]=1)(=O)=O. (3) Given the product [Cl:9][C:10]1[CH:15]=[CH:14][C:13]([S:16]([NH:8][CH2:7][CH:4]2[CH2:5][CH2:6][O:1][CH2:2][CH2:3]2)(=[O:18])=[O:17])=[CH:12][CH:11]=1, predict the reactants needed to synthesize it. The reactants are: [O:1]1[CH2:6][CH2:5][CH:4]([CH2:7][NH2:8])[CH2:3][CH2:2]1.[Cl:9][C:10]1[CH:15]=[CH:14][C:13]([S:16](Cl)(=[O:18])=[O:17])=[CH:12][CH:11]=1.C(=O)([O-])[O-].[K+].[K+].O. (4) Given the product [C:19]([O:23][C:24]([N:26]([OH:27])[C:8]1([CH2:7][C:6]2[CH:5]=[CH:4][C:3]([O:2][CH3:1])=[CH:18][CH:17]=2)[C:13](=[O:14])[NH:12][C:11](=[O:15])[NH:10][C:9]1=[O:16])=[O:25])([CH3:22])([CH3:21])[CH3:20], predict the reactants needed to synthesize it. The reactants are: [CH3:1][O:2][C:3]1[CH:18]=[CH:17][C:6]([CH2:7][CH:8]2[C:13](=[O:14])[NH:12][C:11](=[O:15])[NH:10][C:9]2=[O:16])=[CH:5][CH:4]=1.[C:19]([O:23][C:24]([NH:26][OH:27])=[O:25])([CH3:22])([CH3:21])[CH3:20].C(=O)([O-])[O-].[K+].[K+].I([O-])(=O)(=O)=O.[Na+]. (5) Given the product [CH3:20][N:2]([CH3:1])[CH2:3][CH2:4][CH2:5][O:6][C:7]1[CH:12]=[CH:11][C:10]([NH:13][C:28]([NH:27][C:21]2[CH:26]=[CH:25][CH:24]=[CH:23][CH:22]=2)=[O:29])=[CH:9][C:8]=1[C:14]1[N:15]([CH3:19])[N:16]=[CH:17][CH:18]=1, predict the reactants needed to synthesize it. The reactants are: [CH3:1][N:2]([CH3:20])[CH2:3][CH2:4][CH2:5][O:6][C:7]1[CH:12]=[CH:11][C:10]([NH2:13])=[CH:9][C:8]=1[C:14]1[N:15]([CH3:19])[N:16]=[CH:17][CH:18]=1.[C:21]1([N:27]=[C:28]=[O:29])[CH:26]=[CH:25][CH:24]=[CH:23][CH:22]=1. (6) Given the product [Cl:2][C:3]1[CH:4]=[C:5]([C@H:10]2[C@@H:15]([C:16]([O:18][CH3:19])=[O:17])[CH2:14][CH2:13][N:12]([C:25]([O:24][C:21]([CH3:23])([CH3:22])[CH3:20])=[O:26])[CH2:11]2)[CH:6]=[CH:7][C:8]=1[Cl:9], predict the reactants needed to synthesize it. The reactants are: Cl.[Cl:2][C:3]1[CH:4]=[C:5]([C@H:10]2[C@@H:15]([C:16]([O:18][CH3:19])=[O:17])[CH2:14][CH2:13][NH:12][CH2:11]2)[CH:6]=[CH:7][C:8]=1[Cl:9].[CH3:20][C:21]([O:24][C:25](O[C:25]([O:24][C:21]([CH3:23])([CH3:22])[CH3:20])=[O:26])=[O:26])([CH3:23])[CH3:22].C(N(CC)CC)C.O.